From a dataset of Full USPTO retrosynthesis dataset with 1.9M reactions from patents (1976-2016). Predict the reactants needed to synthesize the given product. (1) The reactants are: Br[C:2]1[CH:19]=[CH:18][C:5]([CH2:6][NH:7][C:8]23[CH2:17][CH:12]4[CH2:13][CH:14]([CH2:16][CH:10]([CH2:11]4)[CH2:9]2)[CH2:15]3)=[CH:4][CH:3]=1.[CH3:20][C:21]1[CH:22]=[C:23]([B-](F)(F)F)[S:24][CH:25]=1.[K+].CS(O)(=O)=O. Given the product [CH3:20][C:21]1[CH:22]=[C:23]([C:2]2[CH:19]=[CH:18][C:5]([CH2:6][NH:7][C:8]34[CH2:17][CH:12]5[CH2:13][CH:14]([CH2:16][CH:10]([CH2:11]5)[CH2:9]3)[CH2:15]4)=[CH:4][CH:3]=2)[S:24][CH:25]=1, predict the reactants needed to synthesize it. (2) Given the product [CH3:3][NH:4][C:8]1[CH:15]=[CH:14][C:11]([C:12]#[N:13])=[CH:10][CH:9]=1, predict the reactants needed to synthesize it. The reactants are: CO.[CH3:3][NH2:4].CO.F[C:8]1[CH:15]=[CH:14][C:11]([C:12]#[N:13])=[CH:10][CH:9]=1. (3) Given the product [OH:18][C:19]1[CH:41]=[CH:40][C:39]([N:42]2[CH2:47][CH2:46][CH2:45][CH2:44][CH2:43]2)=[CH:38][C:20]=1[C:21]([NH:23][C:24]1[CH:36]=[C:35]([C:2]2[S:1][CH:5]=[CH:4][CH:3]=2)[CH:34]=[CH:33][C:25]=1[C:26]([O:28][C:29]([CH3:32])([CH3:31])[CH3:30])=[O:27])=[O:22], predict the reactants needed to synthesize it. The reactants are: [S:1]1[CH:5]=[CH:4][CH:3]=[C:2]1B(O)O.C(=O)([O-])[O-].[Na+].[Na+].C([O:18][C:19]1[CH:41]=[CH:40][C:39]([N:42]2[CH2:47][CH2:46][CH2:45][CH2:44][CH2:43]2)=[CH:38][C:20]=1[C:21]([NH:23][C:24]1[CH:36]=[C:35](Br)[CH:34]=[CH:33][C:25]=1[C:26]([O:28][C:29]([CH3:32])([CH3:31])[CH3:30])=[O:27])=[O:22])(=O)C.C(O)(=O)CC(CC(O)=O)(C(O)=O)O. (4) Given the product [Br:1][C:2]1[CH:7]=[CH:6][C:5]([O:8][CH3:9])=[CH:4][C:3]=1[CH2:10][O:11][Si:20]([CH:24]([CH3:26])[CH3:25])([CH:21]([CH3:23])[CH3:22])[CH:17]([CH3:19])[CH3:18], predict the reactants needed to synthesize it. The reactants are: [Br:1][C:2]1[CH:7]=[CH:6][C:5]([O:8][CH3:9])=[CH:4][C:3]=1[CH2:10][OH:11].N1C=CN=C1.[CH:17]([Si:20](Cl)([CH:24]([CH3:26])[CH3:25])[CH:21]([CH3:23])[CH3:22])([CH3:19])[CH3:18].